The task is: Predict the product of the given reaction.. This data is from Forward reaction prediction with 1.9M reactions from USPTO patents (1976-2016). (1) Given the reactants C(N(S(F)(F)[F:7])CC)C.[CH2:10]([N:17]1[C@@H:22]([CH2:23]O)[CH2:21][O:20][C@@H:19]([C:25]([N:27]([CH:48]2[CH2:50][CH2:49]2)[C@@H:28]([C:30]2[C:38]3[C:33](=[N:34][C:35]([CH3:39])=[CH:36][CH:37]=3)[N:32]([CH2:40][CH2:41][CH2:42][NH:43][C:44](=[O:47])[O:45][CH3:46])[N:31]=2)[CH3:29])=[O:26])[CH2:18]1)[C:11]1[CH:16]=[CH:15][CH:14]=[CH:13][CH:12]=1.C(=O)([O-])O.[Na+], predict the reaction product. The product is: [CH2:10]([N:17]1[C@@H:22]([CH2:23][F:7])[CH2:21][O:20][C@@H:19]([C:25]([N:27]([CH:48]2[CH2:50][CH2:49]2)[C@@H:28]([C:30]2[C:38]3[C:33](=[N:34][C:35]([CH3:39])=[CH:36][CH:37]=3)[N:32]([CH2:40][CH2:41][CH2:42][NH:43][C:44](=[O:47])[O:45][CH3:46])[N:31]=2)[CH3:29])=[O:26])[CH2:18]1)[C:11]1[CH:16]=[CH:15][CH:14]=[CH:13][CH:12]=1. (2) Given the reactants C(P(=O)(OCC)OCC)#N.C[Si]([N-][Si](C)(C)C)(C)C.[Na+].[C:21]([O:25][C:26](=[O:40])[NH:27][C@H:28]1[C:37]2[C:32](=[CH:33][C:34]([CH:38]=O)=[CH:35][CH:36]=2)[CH2:31][CH2:30][CH2:29]1)([CH3:24])([CH3:23])[CH3:22].C[C:42](C)(O)[C:43]#[N:44], predict the reaction product. The product is: [C:43](/[CH:42]=[CH:38]/[C:34]1[CH:33]=[C:32]2[C:37](=[CH:36][CH:35]=1)[C@H:28]([NH:27][C:26](=[O:40])[O:25][C:21]([CH3:24])([CH3:23])[CH3:22])[CH2:29][CH2:30][CH2:31]2)#[N:44]. (3) Given the reactants [F:1][C:2]1[C:3]([CH2:24][NH:25][CH3:26])=[CH:4][N:5]([S:14]([C:17]2[CH:18]=[N:19][CH:20]=[C:21]([CH3:23])[CH:22]=2)(=[O:16])=[O:15])[C:6]=1[C:7]1[C:8]([F:13])=[N:9][CH:10]=[CH:11][CH:12]=1.[C:27]([OH:34])(=[O:33])/[CH:28]=[CH:29]/[C:30]([OH:32])=[O:31], predict the reaction product. The product is: [C:27]([OH:34])(=[O:33])/[CH:28]=[CH:29]/[C:30]([OH:32])=[O:31].[F:1][C:2]1[C:3]([CH2:24][NH:25][CH3:26])=[CH:4][N:5]([S:14]([C:17]2[CH:18]=[N:19][CH:20]=[C:21]([CH3:23])[CH:22]=2)(=[O:16])=[O:15])[C:6]=1[C:7]1[C:8]([F:13])=[N:9][CH:10]=[CH:11][CH:12]=1.